From a dataset of KCNQ2 potassium channel screen with 302,405 compounds. Binary Classification. Given a drug SMILES string, predict its activity (active/inactive) in a high-throughput screening assay against a specified biological target. (1) The compound is s1c(C(=O)Nc2cc3c([nH]cc3)cc2)ccc1. The result is 0 (inactive). (2) The molecule is S(c1ncc(cc1)C(F)(F)F)\C=C\C(=O)c1ccccc1. The result is 0 (inactive).